From a dataset of Full USPTO retrosynthesis dataset with 1.9M reactions from patents (1976-2016). Predict the reactants needed to synthesize the given product. (1) Given the product [CH3:1][O:2][C:3]([CH2:4][NH:5][C:25]([C:12]1([CH2:11][CH2:10][CH2:9][CH2:8][Br:7])[C:24]2[CH:23]=[CH:22][CH:21]=[CH:20][C:19]=2[C:18]2[C:13]1=[CH:14][CH:15]=[CH:16][CH:17]=2)=[O:26])=[O:6], predict the reactants needed to synthesize it. The reactants are: [CH3:1][O:2][C:3](=[O:6])[CH2:4][NH2:5].[Br:7][CH2:8][CH2:9][CH2:10][CH2:11][C:12]1([C:25](Cl)=[O:26])[C:24]2[CH:23]=[CH:22][CH:21]=[CH:20][C:19]=2[C:18]2[C:13]1=[CH:14][CH:15]=[CH:16][CH:17]=2. (2) Given the product [Br:19][C:20]1[CH:24]=[C:23]([CH:30]=[O:29])[S:22][C:21]=1[C:25]([F:28])([F:27])[F:26], predict the reactants needed to synthesize it. The reactants are: C(NC(C)C)(C)C.C([Li])CCC.CCCCCC.[Br:19][C:20]1[CH:24]=[CH:23][S:22][C:21]=1[C:25]([F:28])([F:27])[F:26].[O:29]1CCC[CH2:30]1. (3) The reactants are: [F:1][C:2]1[CH:3]=[C:4]([CH:8]=[C:9]([F:11])[CH:10]=1)[C:5](Cl)=[O:6].[NH2:12][C:13]1[CH:14]=[CH:15][C:16]([CH3:37])=[C:17]([N:19]2[C:28](=[O:29])[C:27]3[C:22](=[CH:23][CH:24]=[C:25]([N:30]4[CH2:35][CH2:34][N:33]([CH3:36])[CH2:32][CH2:31]4)[CH:26]=3)[N:21]=[CH:20]2)[CH:18]=1.C(N(CC)CC)C. Given the product [F:1][C:2]1[CH:3]=[C:4]([CH:8]=[C:9]([F:11])[CH:10]=1)[C:5]([NH:12][C:13]1[CH:14]=[CH:15][C:16]([CH3:37])=[C:17]([N:19]2[C:28](=[O:29])[C:27]3[C:22](=[CH:23][CH:24]=[C:25]([N:30]4[CH2:35][CH2:34][N:33]([CH3:36])[CH2:32][CH2:31]4)[CH:26]=3)[N:21]=[CH:20]2)[CH:18]=1)=[O:6], predict the reactants needed to synthesize it. (4) Given the product [F:32][C:29]1[CH:28]=[CH:27][C:26]([CH:24]([O:25][C:10](=[O:11])[O:9][C@@H:3]2[CH:4]3[CH2:5][CH2:6][N:1]([CH2:8][CH2:7]3)[CH2:2]2)[C:20]2[CH:21]=[CH:22][CH:23]=[C:18]([F:17])[CH:19]=2)=[CH:31][CH:30]=1, predict the reactants needed to synthesize it. The reactants are: [N:1]12[CH2:8][CH2:7][CH:4]([CH2:5][CH2:6]1)[C@@H:3]([O:9][C:10](N1C=CN=C1)=[O:11])[CH2:2]2.[F:17][C:18]1[CH:19]=[C:20]([CH:24]([C:26]2[CH:31]=[CH:30][C:29]([F:32])=[CH:28][CH:27]=2)[OH:25])[CH:21]=[CH:22][CH:23]=1. (5) Given the product [F:1][C:2]1[CH:3]=[CH:4][C:5]2[N:6]([C:8]([S:11][CH3:12])=[N:9][CH:10]=2)[CH:7]=1, predict the reactants needed to synthesize it. The reactants are: [F:1][C:2]1[CH:3]=[CH:4][C:5]2[N:6]([C:8](=[S:11])[NH:9][CH:10]=2)[CH:7]=1.[CH3:12][O-].[Na+].CI. (6) Given the product [CH:1]1([C:4]2[N:8]3[CH:9]=[CH:10][CH:11]=[CH:12][C:7]3=[N:6][C:5]=2[C:13]([OH:15])=[O:14])[CH2:2][CH2:3]1, predict the reactants needed to synthesize it. The reactants are: [CH:1]1([C:4]2[N:8]3[CH:9]=[CH:10][CH:11]=[CH:12][C:7]3=[N:6][C:5]=2[C:13]([O:15]CC)=[O:14])[CH2:3][CH2:2]1.[OH-].[Na+].Cl. (7) The reactants are: [CH:1]1[C:6]([C@H:7]2[O:17][C:16]3[CH:15]=[C:14]([OH:18])[CH:13]=[C:12]([OH:19])[C:11]=3[C:9](=[O:10])[CH2:8]2)=[CH:5][C:4]([OH:20])=[C:3]([OH:21])[CH:2]=1.C1C(C2[O+:37]=C3C(C(O)=CC(O)=C3)=CC=2O[C@@H]2O[C@H](CO)[C@@H](O)[C@H](O)[C@H]2O)=CC(O)=C(O)C=1.[Cl-]. Given the product [CH:1]1[C:6]([CH:7]2[O:17][C:16]3[C:11](=[C:12]([OH:19])[CH:13]=[C:14]([OH:18])[CH:15]=3)[C:9](=[O:10])[CH:8]2[OH:37])=[CH:5][C:4]([OH:20])=[C:3]([OH:21])[CH:2]=1, predict the reactants needed to synthesize it.